Dataset: Full USPTO retrosynthesis dataset with 1.9M reactions from patents (1976-2016). Task: Predict the reactants needed to synthesize the given product. (1) The reactants are: [C:1]([SiH2:5][O:6][C:7]([CH3:15])([CH3:14])[C@H:8]1[NH:12][C:11](=[O:13])[CH2:10][CH2:9]1)([CH3:4])([CH3:3])[CH3:2].[Br:16][C:17]1[CH:18]=[N:19][CH:20]=[C:21]([CH2:23]Cl)[CH:22]=1. Given the product [Br:16][C:17]1[CH:22]=[C:21]([CH2:23][N:12]2[C@H:8]([C:7]([CH3:15])([CH3:14])[O:6][SiH2:5][C:1]([CH3:4])([CH3:2])[CH3:3])[CH2:9][CH2:10][C:11]2=[O:13])[CH:20]=[N:19][CH:18]=1, predict the reactants needed to synthesize it. (2) Given the product [CH3:34][O:33][C:28]1[CH:29]=[CH:30][CH:31]=[CH:32][C:27]=1[C:17]1[O:16][C:12]2[N:13]=[CH:14][N:15]=[C:10]([NH:9][CH2:8][CH2:7][CH2:6][CH2:5][CH2:4][C:3]([OH:35])=[O:2])[C:11]=2[C:18]=1[C:19]1[CH:20]=[CH:21][C:22]([O:25][CH3:26])=[CH:23][CH:24]=1, predict the reactants needed to synthesize it. The reactants are: C[O:2][C:3](=[O:35])[CH2:4][CH2:5][CH2:6][CH2:7][CH2:8][NH:9][C:10]1[C:11]2[C:18]([C:19]3[CH:24]=[CH:23][C:22]([O:25][CH3:26])=[CH:21][CH:20]=3)=[C:17]([C:27]3[CH:32]=[CH:31][CH:30]=[CH:29][C:28]=3[O:33][CH3:34])[O:16][C:12]=2[N:13]=[CH:14][N:15]=1.[OH-].[Na+].Cl.C(OCC)(=O)C. (3) Given the product [Cl:10][CH2:9][CH2:8][CH2:7][N:4]1[CH:2]=[CH:1][N:6]=[N:5]1, predict the reactants needed to synthesize it. The reactants are: [C:1](#N)[CH3:2].[N:4]([CH2:7][CH2:8][CH2:9][Cl:10])=[N+:5]=[N-:6].O=C1O[C@H]([C@H](CO)O)C([O-])=C1O.[Na+].C. (4) Given the product [Br:54][CH2:32][CH2:31][C:29]1[CH:28]=[CH:27][C:26]2[C:19]3[C:18]([NH:17][C:4]4[CH:5]=[CH:6][C:7]([O:8][CH2:9][C:10]5[CH:15]=[CH:14][CH:13]=[C:12]([F:16])[CH:11]=5)=[C:2]([Cl:1])[CH:3]=4)=[N:23][CH:22]=[N:21][C:20]=3[S:24][C:25]=2[CH:30]=1, predict the reactants needed to synthesize it. The reactants are: [Cl:1][C:2]1[CH:3]=[C:4]([NH:17][C:18]2[C:19]3[C:26]4[CH:27]=[CH:28][C:29]([CH2:31][CH2:32]O)=[CH:30][C:25]=4[S:24][C:20]=3[N:21]=[CH:22][N:23]=2)[CH:5]=[CH:6][C:7]=1[O:8][CH2:9][C:10]1[CH:15]=[CH:14][CH:13]=[C:12]([F:16])[CH:11]=1.C1(P(C2C=CC=CC=2)C2C=CC=CC=2)C=CC=CC=1.C(Br)(Br)(Br)[Br:54]. (5) The reactants are: FC1C=C(C=C(F)C=1)C[C@H]1[C@@H]([C@H]2C[C@@H](OCC=C)CN2C(OC(C)(C)C)=O)OC(=O)N1.[F:32][C:33]1[CH:34]=[C:35]([CH:62]=[C:63]([F:65])[CH:64]=1)[CH2:36][C@H:37]1[C@@H:41]([C@H:42]2[CH2:47][O:46][CH2:45][CH2:44][N:43]2[CH:48]([C:55]2[CH:60]=[CH:59][CH:58]=[CH:57][CH:56]=2)[C:49]2[CH:54]=[CH:53][CH:52]=[CH:51][CH:50]=2)[O:40][C:39](=[O:61])[NH:38]1.FC1C=C(C=C(F)C=1)C[C@@H]([C@@H]([C@H]1C[C@@H](OCC=C)CN1C(OC(C)(C)C)=O)O)C(O)=O.C(=O)([O-])[O-].[K+].[K+].BrC(C1C=CC=CC=1)C1C=CC=CC=1. Given the product [F:32][C:33]1[CH:34]=[C:35]([CH:62]=[C:63]([F:65])[CH:64]=1)[CH2:36][C@H:37]1[C@@H:41]([C@H:42]2[CH2:47][C@H:45]([OH:46])[CH2:44][N:43]2[CH:48]([C:49]2[CH:54]=[CH:53][CH:52]=[CH:51][CH:50]=2)[C:55]2[CH:60]=[CH:59][CH:58]=[CH:57][CH:56]=2)[O:40][C:39](=[O:61])[NH:38]1, predict the reactants needed to synthesize it. (6) The reactants are: C(OC[N:9]1[C:18](=[O:19])[C:17]2[C:12](=[CH:13][CH:14]=[CH:15][C:16]=2[OH:20])[N:11]=[CH:10]1)(=O)C(C)(C)C.C1(P(C2C=CC=CC=2)C2C=CC=CC=2)C=CC=CC=1.[CH3:40][N:41]([CH3:47])[C:42](=[O:46])[C@H:43]([CH3:45])O. Given the product [CH3:40][N:41]([CH3:47])[C:42](=[O:46])[C@H:43]([O:20][C:16]1[CH:15]=[CH:14][CH:13]=[C:12]2[C:17]=1[C:18](=[O:19])[NH:9][CH:10]=[N:11]2)[CH3:45], predict the reactants needed to synthesize it. (7) Given the product [CH2:27]([N:20]1[C:21](=[O:22])[C:11]2=[CH:10][N:9]([CH2:8][C:5]3[CH:4]=[CH:3][C:2]([Br:1])=[CH:7][N:6]=3)[C:18]3[CH:17]=[CH:16][CH:15]=[CH:14][C:13]=3[C:12]2=[N:19]1)[CH:26]=[CH2:25], predict the reactants needed to synthesize it. The reactants are: [Br:1][C:2]1[CH:3]=[CH:4][C:5]([CH2:8][N:9]2[C:18]3[CH:17]=[CH:16][CH:15]=[CH:14][C:13]=3[C:12]3=[N:19][NH:20][C:21](=[O:22])[C:11]3=[CH:10]2)=[N:6][CH:7]=1.[H-].[Na+].[CH2:25](Br)[CH:26]=[CH2:27].ClCCl. (8) Given the product [CH2:8]([NH:9][CH2:11][C:12]1[CH:21]=[CH:20][C:15]([C:16]([O:18][CH3:19])=[O:17])=[CH:14][CH:13]=1)[CH2:7][C:1]1[CH:2]=[CH:3][CH:4]=[CH:5][CH:6]=1, predict the reactants needed to synthesize it. The reactants are: [C:1]1([CH2:7][CH2:8][NH2:9])[CH:6]=[CH:5][CH2:4][CH2:3][CH:2]=1.Br[CH2:11][C:12]1[CH:21]=[CH:20][C:15]([C:16]([O:18][CH3:19])=[O:17])=[CH:14][CH:13]=1.C([O-])([O-])=O.[K+].[K+].